Dataset: Reaction yield outcomes from USPTO patents with 853,638 reactions. Task: Predict the reaction yield, written as a fraction of the theoretical maximum amount of product (1.0 means a 100% yield; for example, 0.34 means a 34% yield). (1) The reactants are C[O:2][C:3](=[O:26])[CH:4]([NH:16][C:17]1[CH:22]=[CH:21][C:20]([C:23](=[NH:25])[NH2:24])=[CH:19][CH:18]=1)[C:5]1[CH:10]=[C:9]([O:11][CH3:12])[C:8]([O:13][CH3:14])=[CH:7][C:6]=1[F:15].[OH-].[Na+].[ClH:29].C(OCC)C. The catalyst is CO.O1CCCC1. The product is [ClH:29].[C:23]([C:20]1[CH:19]=[CH:18][C:17]([NH:16][CH:4]([C:5]2[CH:10]=[C:9]([O:11][CH3:12])[C:8]([O:13][CH3:14])=[CH:7][C:6]=2[F:15])[C:3]([OH:26])=[O:2])=[CH:22][CH:21]=1)(=[NH:24])[NH2:25]. The yield is 0.110. (2) The reactants are C([SiH2][O:6][C:7](C)(C)[C:8]1[CH:23]=[CH:22][C:11]([C:12]([C:14]2[CH:15]=[N:16][CH:17]=[C:18]([CH:21]=2)[C:19]#[N:20])=[O:13])=[CH:10][CH:9]=1)(C)(C)C.C(=O)(O)[O-].[Na+]. The catalyst is Cl.O1CCCC1. The product is [OH:6][CH2:7][C:8]1[CH:9]=[CH:10][C:11]([C:12]([C:14]2[CH:15]=[N:16][CH:17]=[C:18]([CH:21]=2)[C:19]#[N:20])=[O:13])=[CH:22][CH:23]=1. The yield is 0.940. (3) The reactants are [CH3:1][C:2]1([CH3:14])[O:6][B:5]([C:7]2[CH:8]=[N:9][NH:10][CH:11]=2)[O:4][C:3]1([CH3:13])[CH3:12].Br[CH2:16][CH:17]([CH3:19])[CH3:18].C([O-])([O-])=O.[Cs+].[Cs+]. The catalyst is C(#N)C. The product is [CH2:16]([N:9]1[CH:8]=[C:7]([B:5]2[O:6][C:2]([CH3:14])([CH3:1])[C:3]([CH3:13])([CH3:12])[O:4]2)[CH:11]=[N:10]1)[CH:17]([CH3:19])[CH3:18]. The yield is 0.880. (4) The reactants are [Cl:1][C:2]1[CH:7]=[CH:6][C:5]([NH:8][C:9](=O)[C:10]([F:23])([F:22])[C:11]2[C:20]3[C:15](=[CH:16][CH:17]=[CH:18][CH:19]=3)[C:14]([F:21])=[CH:13][CH:12]=2)=[C:4]([F:25])[C:3]=1[CH2:26][CH2:27][OH:28].B.C1COCC1.C([O-])(O)=O.[Na+]. The catalyst is C1COCC1.O. The product is [F:23][C:10]([F:22])([C:11]1[C:20]2[C:15](=[CH:16][CH:17]=[CH:18][CH:19]=2)[C:14]([F:21])=[CH:13][CH:12]=1)[CH2:9][NH:8][C:5]1[C:4]([F:25])=[C:3]([CH2:26][CH2:27][OH:28])[C:2]([Cl:1])=[CH:7][CH:6]=1. The yield is 0.440. (5) The reactants are Cl.C(OC([NH:9][C@@H:10]([C:16]1[CH:21]=[CH:20][C:19]([Cl:22])=[CH:18][CH:17]=1)[CH2:11][C:12]([O:14][CH3:15])=[O:13])=O)(C)(C)C. The catalyst is C(Cl)Cl. The product is [NH2:9][C@@H:10]([C:16]1[CH:17]=[CH:18][C:19]([Cl:22])=[CH:20][CH:21]=1)[CH2:11][C:12]([O:14][CH3:15])=[O:13]. The yield is 0.980. (6) The reactants are [CH2:1]([N:3]1[C:11]2[CH:10]=[C:9]([F:12])[CH:8]=[C:7]([OH:13])[C:6]=2[C:5]([CH2:14][CH2:15][N:16]2[CH2:24][C:23]3[C:18](=CC=CC=3)C2)=[CH:4]1)[CH3:2].C(N1CCCC(C2C3C(=CC(F)=CC=3OCC3C=CC=CC=3)N(CC)C=2)=C1)C1C=CC=CC=1. No catalyst specified. The product is [CH2:1]([N:3]1[C:11]2[CH:10]=[C:9]([F:12])[CH:8]=[C:7]([OH:13])[C:6]=2[C:5]([CH:14]2[CH2:18][CH2:23][CH2:24][NH:16][CH2:15]2)=[CH:4]1)[CH3:2]. The yield is 0.590.